From a dataset of Reaction yield outcomes from USPTO patents with 853,638 reactions. Predict the reaction yield, written as a fraction of the theoretical maximum amount of product (1.0 means a 100% yield; for example, 0.34 means a 34% yield). (1) The reactants are Br[CH2:2][CH2:3][CH2:4][N:5]1[C:9]2[CH:10]=[CH:11][CH:12]=[CH:13][C:8]=2[N:7]([C:14]2[CH:19]=[CH:18][C:17]([F:20])=[C:16]([F:21])[CH:15]=2)[S:6]1(=[O:23])=[O:22].[CH3:24][CH:25]1[CH2:30][NH:29][CH2:28][CH:27]([CH3:31])[NH:26]1. No catalyst specified. The product is [F:21][C:16]1[CH:15]=[C:14]([N:7]2[C:8]3[CH:13]=[CH:12][CH:11]=[CH:10][C:9]=3[N:5]([CH2:4][CH2:3][CH2:2][N:29]3[CH2:28][CH:27]([CH3:31])[NH:26][CH:25]([CH3:24])[CH2:30]3)[S:6]2(=[O:23])=[O:22])[CH:19]=[CH:18][C:17]=1[F:20]. The yield is 0.850. (2) The reactants are C[O:2][C:3](=[O:33])[C@@H:4]([C:13]1[CH:18]=[CH:17][C:16]([O:19][C:20]2[CH:25]=[CH:24][C:23]([CH2:26][C:27]3[CH:32]=[CH:31][CH:30]=[CH:29][CH:28]=3)=[CH:22][CH:21]=2)=[CH:15][CH:14]=1)[NH:5][C:6]([O:8][C:9]([CH3:12])([CH3:11])[CH3:10])=[O:7].[OH-].[Na+]. No catalyst specified. The product is [CH2:26]([C:23]1[CH:24]=[CH:25][C:20]([O:19][C:16]2[CH:17]=[CH:18][C:13]([C@@H:4]([NH:5][C:6]([O:8][C:9]([CH3:10])([CH3:12])[CH3:11])=[O:7])[C:3]([OH:33])=[O:2])=[CH:14][CH:15]=2)=[CH:21][CH:22]=1)[C:27]1[CH:28]=[CH:29][CH:30]=[CH:31][CH:32]=1. The yield is 0.990. (3) The reactants are [Si:1]([O:18][CH2:19][C:20]1[C:25]([S:26]([CH3:29])(=[O:28])=[O:27])=[CH:24][C:23]([NH:30][S:31]([CH3:34])(=[O:33])=[O:32])=[C:22](I)[CH:21]=1)([C:14]([CH3:17])([CH3:16])[CH3:15])([C:8]1[CH:13]=[CH:12][CH:11]=[CH:10][CH:9]=1)[C:2]1[CH:7]=[CH:6][CH:5]=[CH:4][CH:3]=1.[CH3:36][CH:37]([CH3:42])[CH:38]([OH:41])[C:39]#[CH:40]. The catalyst is C1COCC1.CCN(CC)CC.CCOC(C)=O.Cl[Pd](Cl)([P](C1C=CC=CC=1)(C1C=CC=CC=1)C1C=CC=CC=1)[P](C1C=CC=CC=1)(C1C=CC=CC=1)C1C=CC=CC=1.[Cu]I. The product is [Si:1]([O:18][CH2:19][C:20]1[CH:21]=[C:22]2[C:23](=[CH:24][C:25]=1[S:26]([CH3:29])(=[O:28])=[O:27])[N:30]([S:31]([CH3:34])(=[O:33])=[O:32])[C:39]([CH:38]([OH:41])[CH:37]([CH3:42])[CH3:36])=[CH:40]2)([C:14]([CH3:17])([CH3:16])[CH3:15])([C:8]1[CH:13]=[CH:12][CH:11]=[CH:10][CH:9]=1)[C:2]1[CH:7]=[CH:6][CH:5]=[CH:4][CH:3]=1. The yield is 0.900. (4) The reactants are [F:1][C:2]1[CH:7]=[CH:6][C:5]([N:8]([CH2:12][C:13]([CH3:15])=[CH2:14])[C:9](=[O:11])[CH3:10])=[CH:4][CH:3]=1.[Cl-].[Cl-].[Cl-].[Al+3].O. The catalyst is C(OCC)(=O)C. The product is [F:1][C:2]1[CH:3]=[C:4]2[C:5](=[CH:6][CH:7]=1)[N:8]([C:9](=[O:11])[CH3:10])[CH2:12][C:13]2([CH3:15])[CH3:14]. The yield is 1.00. (5) The reactants are [O:1]=[C:2]1[C:11]2[NH:12][CH:13]=[C:14]([C:15]([OH:17])=O)[C:10]=2[C:9]2[CH:8]=[CH:7][CH:6]=[CH:5][C:4]=2[NH:3]1.[OH:18][CH2:19][CH2:20][CH2:21][NH2:22]. No catalyst specified. The product is [OH:18][CH2:19][CH2:20][CH2:21][NH:22][C:15]([C:14]1[C:10]2[C:9]3[CH:8]=[CH:7][CH:6]=[CH:5][C:4]=3[NH:3][C:2](=[O:1])[C:11]=2[NH:12][CH:13]=1)=[O:17]. The yield is 0.0900.